The task is: Predict the reaction yield, written as a fraction of the theoretical maximum amount of product (1.0 means a 100% yield; for example, 0.34 means a 34% yield).. This data is from Reaction yield outcomes from USPTO patents with 853,638 reactions. (1) The reactants are [Cl:1][C:2]1[CH:7]=[CH:6][C:5]([C:8]2[CH:13]=[CH:12][N+:11]([O-])=[CH:10][CH:9]=2)=[CH:4][CH:3]=1.C(OC(=O)C)(=[O:17])C. No catalyst specified. The product is [Cl:1][C:2]1[CH:7]=[CH:6][C:5]([C:8]2[CH:13]=[CH:12][NH:11][C:10](=[O:17])[CH:9]=2)=[CH:4][CH:3]=1. The yield is 0.480. (2) The reactants are O.O.[Sn](Cl)Cl.[CH3:6][O:7][C:8]1[CH:13]=[CH:12][C:11]([Cl:14])=[CH:10][C:9]=1[N+:15]#[N:16].[Cl-].COC1C=CC(Cl)=CC=1N. The catalyst is Cl.COC1C=CC(Cl)=CC=1[N+]#N.COC1C=CC(Cl)=CC=1[N+]#N.[Cl-].[Cl-].Cl[Zn]Cl. The product is [Cl:14][C:11]1[CH:12]=[CH:13][C:8]([O:7][CH3:6])=[C:9]([NH:15][NH2:16])[CH:10]=1. The yield is 0.840. (3) The reactants are [C:1](O)(=O)[CH:2]([CH3:4])[CH3:3].C(=O)(O)O.[NH:11]([C:13](=[NH:15])[NH2:14])[NH2:12].[N+]([O-])(O)=O. The catalyst is O. The product is [CH:2]([C:1]1[N:14]=[C:13]([NH2:15])[NH:11][N:12]=1)([CH3:4])[CH3:3]. The yield is 0.650.